From a dataset of Catalyst prediction with 721,799 reactions and 888 catalyst types from USPTO. Predict which catalyst facilitates the given reaction. Reactant: [Cl:1][C:2]1[CH:3]=[C:4]2[C:9](=[CH:10][CH:11]=1)[NH:8][C:7](=[O:12])[C:6]([CH2:13][CH2:14][CH3:15])=[C:5]2[S:16][CH:17]1[CH2:22][CH2:21][CH2:20][CH2:19][CH2:18]1.ClC1C=CC=C(C(OO)=[O:31])C=1. Product: [Cl:1][C:2]1[CH:3]=[C:4]2[C:9](=[CH:10][CH:11]=1)[NH:8][C:7](=[O:12])[C:6]([CH2:13][CH2:14][CH3:15])=[C:5]2[S:16]([CH:17]1[CH2:22][CH2:21][CH2:20][CH2:19][CH2:18]1)=[O:31]. The catalyst class is: 41.